Dataset: Reaction yield outcomes from USPTO patents with 853,638 reactions. Task: Predict the reaction yield, written as a fraction of the theoretical maximum amount of product (1.0 means a 100% yield; for example, 0.34 means a 34% yield). (1) The reactants are [CH:1]1[C:10]2[C:5](=[CH:6][CH:7]=[CH:8][CH:9]=2)[CH:4]=[CH:3][C:2]=1[C:11]([NH:13][C@H:14]([C:19]([OH:21])=O)[CH2:15][CH:16]([CH3:18])[CH3:17])=[O:12].[C:22]([CH:24]([NH2:35])[CH2:25][C:26]1[C:34]2[C:29](=[CH:30][CH:31]=[CH:32][CH:33]=2)[NH:28][CH:27]=1)#[N:23].C(C(NC(C(NC(C1C=CC2C(=CC=CC=2)C=1)=O)CC(C)C)=O)CC(C)C)#N. No catalyst specified. The product is [C:22]([CH:24]([NH:35][C:19]([CH:14]([NH:13][C:11]([C:2]1[CH:3]=[CH:4][C:5]2[C:10](=[CH:9][CH:8]=[CH:7][CH:6]=2)[CH:1]=1)=[O:12])[CH2:15][CH:16]([CH3:17])[CH3:18])=[O:21])[CH2:25][C:26]1[C:34]2[C:29](=[CH:30][CH:31]=[CH:32][CH:33]=2)[NH:28][CH:27]=1)#[N:23]. The yield is 0.360. (2) The reactants are [Cl:1][C:2]1[CH:3]=[C:4]([NH2:16])[C:5]([NH2:15])=[CH:6][C:7]=1[C:8]1[CH:13]=[CH:12][C:11]([Cl:14])=[CH:10][CH:9]=1.O.C(=O)(O)[O-].[Na+].[F:23][C:24]([F:35])([F:34])[C:25]([F:33])([F:32])[C:26]([F:31])([F:30])[C:27](O)=O. No catalyst specified. The product is [Cl:1][C:2]1[C:7]([C:8]2[CH:9]=[CH:10][C:11]([Cl:14])=[CH:12][CH:13]=2)=[CH:6][C:5]2[NH:15][C:27]([C:26]([F:30])([F:31])[C:25]([F:32])([F:33])[C:24]([F:35])([F:34])[F:23])=[N:16][C:4]=2[CH:3]=1. The yield is 0.620.